From a dataset of Full USPTO retrosynthesis dataset with 1.9M reactions from patents (1976-2016). Predict the reactants needed to synthesize the given product. Given the product [O:1]1[C:5]2[CH:6]=[CH:7][CH:8]=[CH:9][C:4]=2[CH:3]=[C:2]1[CH:10]([C:33]1[CH:32]=[CH:31][CH:30]=[C:29]([N+:26]([O-:28])=[O:27])[CH:34]=1)[NH:11][S:12]([C:15]1[CH:25]=[CH:24][C:18]2[O:19][CH2:20][CH2:21][CH2:22][O:23][C:17]=2[CH:16]=1)(=[O:13])=[O:14], predict the reactants needed to synthesize it. The reactants are: [O:1]1[C:5]2[CH:6]=[CH:7][CH:8]=[CH:9][C:4]=2[CH:3]=[C:2]1[CH:10]=[N:11][S:12]([C:15]1[CH:25]=[CH:24][C:18]2[O:19][CH2:20][CH2:21][CH2:22][O:23][C:17]=2[CH:16]=1)(=[O:14])=[O:13].[N+:26]([C:29]1[CH:30]=[C:31](B(O)O)[CH:32]=[CH:33][CH:34]=1)([O-:28])=[O:27].